From a dataset of Full USPTO retrosynthesis dataset with 1.9M reactions from patents (1976-2016). Predict the reactants needed to synthesize the given product. (1) Given the product [CH3:16][C:4]1[C:5]([C:8]2[S:12][C:11]([C:13]([N:19]3[CH2:24][CH2:23][O:22][CH2:21][CH2:20]3)=[O:15])=[CH:10][CH:9]=2)=[N:6][O:7][C:3]=1[C:2]([F:1])([F:18])[F:17], predict the reactants needed to synthesize it. The reactants are: [F:1][C:2]([F:18])([F:17])[C:3]1[O:7][N:6]=[C:5]([C:8]2[S:12][C:11]([C:13]([OH:15])=O)=[CH:10][CH:9]=2)[C:4]=1[CH3:16].[NH:19]1[CH2:24][CH2:23][O:22][CH2:21][CH2:20]1.C1COCC1.N1CCCCC1. (2) Given the product [C:9]([C:13]1[CH:18]=[CH:17][C:16]([S:19]([NH:1][C:2]2[CH:7]=[CH:6][C:5]([CH3:8])=[CH:4][CH:3]=2)(=[O:21])=[O:20])=[CH:15][CH:14]=1)([CH3:12])([CH3:10])[CH3:11], predict the reactants needed to synthesize it. The reactants are: [NH2:1][C:2]1[CH:7]=[CH:6][C:5]([CH3:8])=[CH:4][CH:3]=1.[C:9]([C:13]1[CH:18]=[CH:17][C:16]([S:19](Cl)(=[O:21])=[O:20])=[CH:15][CH:14]=1)([CH3:12])([CH3:11])[CH3:10]. (3) Given the product [OH:25][C:2]1[CH:3]=[C:4]([C:14]2[CH:15]=[CH:16][C:17](=[O:23])[N:18]([CH:20]([CH3:22])[CH3:21])[N:19]=2)[C:5]([C:8]2[CH:13]=[CH:12][CH:11]=[CH:10][CH:9]=2)=[N:6][CH:7]=1, predict the reactants needed to synthesize it. The reactants are: N[C:2]1[CH:3]=[C:4]([C:14]2[CH:15]=[CH:16][C:17](=[O:23])[N:18]([CH:20]([CH3:22])[CH3:21])[N:19]=2)[C:5]([C:8]2[CH:13]=[CH:12][CH:11]=[CH:10][CH:9]=2)=[N:6][CH:7]=1.[N+]([O-])([O-])=[O:25].[Na+].OS(O)(=O)=O.C([O-])(O)=O.[Na+]. (4) Given the product [CH3:20][O:21][C:22]([C@@H:24]1[CH2:28][C@H:27]([NH2:29])[CH2:26][N:25]1[CH2:30][C:31]1[CH:36]=[CH:35][CH:34]=[CH:33][CH:32]=1)=[O:23], predict the reactants needed to synthesize it. The reactants are: FC(F)(F)C(O)=O.COC([C@@H]1C[C@H](N=[N+]=[N-])CN1)=O.[CH3:20][O:21][C:22]([C@@H:24]1[CH2:28][C@H:27]([NH2:29])[CH2:26][N:25]1[CH2:30][CH:31]1[CH2:36][CH2:35][CH2:34][CH2:33][CH2:32]1)=[O:23]. (5) Given the product [F:35][C:32]([F:34])([F:33])[C:30]1[CH:29]=[C:5]([CH:4]=[C:3]([C:2]([F:1])([F:37])[F:36])[CH:31]=1)[CH2:6][N:7]([CH2:10][C:11]1[C:12]([N:20]([CH2:23][CH:24]2[CH2:28][CH2:27][CH2:26][CH2:25]2)[CH2:21][CH3:22])=[N:13][C:14]2[C:19]([CH:44]=1)=[CH:18][CH:17]=[CH:16][CH:15]=2)[C:8]1[NH:9][N:40]=[N:39][N:38]=1, predict the reactants needed to synthesize it. The reactants are: [F:1][C:2]([F:37])([F:36])[C:3]1[CH:4]=[C:5]([CH:29]=[C:30]([C:32]([F:35])([F:34])[F:33])[CH:31]=1)[CH2:6][N:7]([C:10]1[C:19]2[C:14](=[CH:15][CH:16]=[CH:17][CH:18]=2)[N:13]=[C:12]([N:20]([CH2:23][CH:24]2[CH2:28][CH2:27][CH2:26][CH2:25]2)[CH2:21][CH3:22])[CH:11]=1)[C:8]#[N:9].[N-:38]=[N+:39]=[N-:40].[Na+].O.Cl.[C:44](OCC)(=O)C. (6) Given the product [CH:21](=[C:15]1/[CH2:16][CH2:17][CH2:18][CH2:19][CH2:20][N:3]2[C:2](=[O:1])[C:11]3[C:6](=[CH:7][C:8]([C:12]([OH:14])=[O:13])=[CH:9][CH:10]=3)[N:5]=[C:4]/12)/[CH3:22], predict the reactants needed to synthesize it. The reactants are: [O:1]=[C:2]1[C:11]2[C:6](=[CH:7][C:8]([C:12]([OH:14])=[O:13])=[CH:9][CH:10]=2)[N:5]=[C:4]2[CH2:15][CH2:16][CH2:17][CH2:18][CH2:19][CH2:20][N:3]12.[CH:21](=O)[CH3:22].CC(O[Na])=O.C([O-])([O-])=O.[Na+].[Na+]. (7) Given the product [F:39][C:40]1[CH:45]=[C:44]([CH:43]=[CH:42][CH:41]=1)[O:17][C@@H:14]1[C@@H:12]2[C@@H:11]([CH2:10][N:9]([C:7]3[CH:6]=[CH:5][CH:4]=[C:3]([C:2]([F:1])([F:18])[F:19])[N:8]=3)[CH2:13]2)[CH2:16][CH2:15]1, predict the reactants needed to synthesize it. The reactants are: [F:1][C:2]([F:19])([F:18])[C:3]1[N:8]=[C:7]([N:9]2[CH2:13][C@@H:12]3[C@H:14]([OH:17])[CH2:15][CH2:16][C@@H:11]3[CH2:10]2)[CH:6]=[CH:5][CH:4]=1.C1(P(C2C=CC=CC=2)C2C=CC=CC=2)C=CC=CC=1.[F:39][C:40]1[CH:41]=[C:42](O)[CH:43]=[CH:44][CH:45]=1.N(C(OC(C)C)=O)=NC(OC(C)C)=O.